From a dataset of Forward reaction prediction with 1.9M reactions from USPTO patents (1976-2016). Predict the product of the given reaction. Given the reactants [Si:1]([O:8][C@H:9]1[CH2:14][CH2:13][C@H:12]([C:15]2[N:16]([CH3:20])[CH:17]=[CH:18][N:19]=2)[CH2:11][CH2:10]1)([C:4]([CH3:7])([CH3:6])[CH3:5])([CH3:3])[CH3:2].C(C1C=CN=C(C2C=C(C(C)(C)C)C=CN=2)C=1)(C)(C)C.[B:41]1([B:41]2[O:45][C:44]([CH3:47])([CH3:46])[C:43]([CH3:49])([CH3:48])[O:42]2)[O:45][C:44]([CH3:47])([CH3:46])[C:43]([CH3:49])([CH3:48])[O:42]1.CCCCCCC, predict the reaction product. The product is: [Si:1]([O:8][C@H:9]1[CH2:14][CH2:13][C@H:12]([C:15]2[N:16]([CH3:20])[C:17]([B:41]3[O:45][C:44]([CH3:47])([CH3:46])[C:43]([CH3:49])([CH3:48])[O:42]3)=[CH:18][N:19]=2)[CH2:11][CH2:10]1)([C:4]([CH3:7])([CH3:5])[CH3:6])([CH3:3])[CH3:2].